Task: Predict the reaction yield, written as a fraction of the theoretical maximum amount of product (1.0 means a 100% yield; for example, 0.34 means a 34% yield).. Dataset: Reaction yield outcomes from USPTO patents with 853,638 reactions (1) The yield is 0.850. The product is [O:23]=[C:21]1[C:20]2[C:15](=[CH:16][C:17]([C:24]3[CH:25]=[CH:26][CH:27]=[CH:28][CH:29]=3)=[CH:18][CH:19]=2)[N:14]=[C:13]([N:11]2[CH:12]=[C:8]([C:6]([OH:7])=[O:5])[CH:9]=[N:10]2)[NH:22]1. The catalyst is C1COCC1. The reactants are [OH-].[K+].C([O:5][C:6]([C:8]1[CH:9]=[N:10][N:11]([C:13]2[NH:22][C:21](=[O:23])[C:20]3[C:15](=[CH:16][C:17]([C:24]4[CH:29]=[CH:28][CH:27]=[CH:26][CH:25]=4)=[CH:18][CH:19]=3)[N:14]=2)[CH:12]=1)=[O:7])C.O. (2) The reactants are [Cl:1][C:2]1[N:3]=[C:4]2[C:9](=[CH:10][CH:11]=1)[N:8]=[CH:7][C:6]([S:12]([CH3:15])(=[O:14])=[O:13])=[C:5]2[NH:16][C:17]1[CH:22]=[CH:21][C:20]([CH2:23][N:24]([CH3:26])[CH3:25])=[CH:19][CH:18]=1.[Cl:27][C:28]1[CH:33]=[C:32](B2OC(C)(C)C(C)(C)O2)[CH:31]=[C:30]([O:43][CH3:44])[C:29]=1[OH:45].C1(N)C(F)=C(F)C(F)=C(N)C=1F.Cl.Cl. No catalyst specified. The product is [ClH:1].[ClH:27].[Cl:27][C:28]1[CH:33]=[C:32]([C:2]2[CH:11]=[CH:10][C:9]3[C:4](=[C:5]([NH:16][C:17]4[CH:22]=[CH:21][C:20]([CH2:23][N:24]([CH3:26])[CH3:25])=[CH:19][CH:18]=4)[C:6]([S:12]([CH3:15])(=[O:14])=[O:13])=[CH:7][N:8]=3)[N:3]=2)[CH:31]=[C:30]([O:43][CH3:44])[C:29]=1[OH:45]. The yield is 0.540. (3) The reactants are [Cl:1][C:2]1[C:10]2[N:6]([C:7]([CH2:16][CH:17]3[CH2:21][CH2:20][CH2:19][O:18]3)=[CH:8][C:9]=2[C:11]([O:13]CC)=[O:12])[CH:5]=[CH:4][CH:3]=1.[OH-].[K+]. The catalyst is CO.O. The product is [Cl:1][C:2]1[C:10]2[N:6]([C:7]([CH2:16][CH:17]3[CH2:21][CH2:20][CH2:19][O:18]3)=[CH:8][C:9]=2[C:11]([OH:13])=[O:12])[CH:5]=[CH:4][CH:3]=1. The yield is 0.820.